This data is from Forward reaction prediction with 1.9M reactions from USPTO patents (1976-2016). The task is: Predict the product of the given reaction. (1) Given the reactants [NH2:1][CH:2]([CH2:12][C:13]1[CH:18]=[CH:17][C:16]([O:19][C:20]([CH3:23])([CH3:22])[CH3:21])=[CH:15][CH:14]=1)[CH:3]([C:5]1[CH:10]=[CH:9][CH:8]=[C:7]([Cl:11])[CH:6]=1)[OH:4].[F:24][C:25]1[C:34]2[C:29](=[CH:30][CH:31]=[CH:32][CH:33]=2)[C:28]([C:35](O)=[O:36])=[CH:27][CH:26]=1.Cl.C(N=C=NCCCN(C)C)C.O.ON1C2C=CC=CC=2N=N1, predict the reaction product. The product is: [O:19]([C:16]1[CH:15]=[CH:14][C:13]([CH2:12][CH:2]([NH:1][C:35]([C:28]2[C:29]3[C:34](=[CH:33][CH:32]=[CH:31][CH:30]=3)[C:25]([F:24])=[CH:26][CH:27]=2)=[O:36])[CH:3]([C:5]2[CH:10]=[CH:9][CH:8]=[C:7]([Cl:11])[CH:6]=2)[OH:4])=[CH:18][CH:17]=1)[C:20]([CH3:23])([CH3:22])[CH3:21]. (2) The product is: [Cl:14][C:15]1[CH:16]=[C:17]([NH:22][C:23]([NH:2][NH:1][C:3]2[CH:12]=[C:11]([CH3:13])[C:10]3[C:5](=[N:6][CH:7]=[CH:8][CH:9]=3)[N:4]=2)=[O:24])[CH:18]=[C:19]([Cl:21])[CH:20]=1. Given the reactants [NH:1]([C:3]1[CH:12]=[C:11]([CH3:13])[C:10]2[C:5](=[N:6][CH:7]=[CH:8][CH:9]=2)[N:4]=1)[NH2:2].[Cl:14][C:15]1[CH:16]=[C:17]([N:22]=[C:23]=[O:24])[CH:18]=[C:19]([Cl:21])[CH:20]=1, predict the reaction product. (3) Given the reactants [CH3:1][C:2]([CH3:24])([CH3:23])[CH2:3][CH2:4][C@:5]1([CH3:22])[C:14]2[C:9](=[CH:10][CH:11]=[CH:12][CH:13]=2)[C:8]([OH:15])=[C:7]([C:16](OCC)=O)[C:6]1=[O:21].[NH2:25][C:26]1[CH:31]=[CH:30][C:29]([NH:32][C:33](=[O:39])[O:34][C:35]([CH3:38])([CH3:37])[CH3:36])=[CH:28][C:27]=1[S:40]([NH2:43])(=[O:42])=[O:41].C(N(CC)CC)C, predict the reaction product. The product is: [CH3:1][C:2]([CH3:24])([CH3:23])[CH2:3][CH2:4][C@:5]1([CH3:22])[C:14]2[C:9](=[CH:10][CH:11]=[CH:12][CH:13]=2)[C:8]([OH:15])=[C:7]([C:16]2[NH:25][C:26]3[CH:31]=[CH:30][C:29]([NH:32][C:33](=[O:39])[O:34][C:35]([CH3:37])([CH3:38])[CH3:36])=[CH:28][C:27]=3[S:40](=[O:41])(=[O:42])[N:43]=2)[C:6]1=[O:21]. (4) Given the reactants [CH3:1][O:2][C:3]1[C:4]([CH3:32])=[C:5]([C:23]([O:30][CH3:31])=[C:24]([O:28][CH3:29])[C:25]=1[O:26][CH3:27])[CH2:6][C:7]1[CH:8]=[CH:9][C:10]([C:17]2[CH:18]=[N:19][CH:20]=[CH:21][CH:22]=2)=[C:11]([CH:16]=1)[C:12]([O:14]C)=[O:13], predict the reaction product. The product is: [CH3:1][O:2][C:3]1[C:4]([CH3:32])=[C:5]([C:23]([O:30][CH3:31])=[C:24]([O:28][CH3:29])[C:25]=1[O:26][CH3:27])[CH2:6][C:7]1[CH:8]=[CH:9][C:10]([C:17]2[CH:18]=[N:19][CH:20]=[CH:21][CH:22]=2)=[C:11]([CH:16]=1)[C:12]([OH:14])=[O:13]. (5) Given the reactants Br[C:2]1[C:7]([NH2:8])=[CH:6][N:5]=[C:4]([Cl:9])[N:3]=1.[Cl:10][C:11]1[CH:16]=[CH:15][CH:14]=[C:13]([F:17])[C:12]=1[C:18]#[CH:19], predict the reaction product. The product is: [Cl:9][C:4]1[N:3]=[C:2]([C:19]#[C:18][C:12]2[C:13]([F:17])=[CH:14][CH:15]=[CH:16][C:11]=2[Cl:10])[C:7]([NH2:8])=[CH:6][N:5]=1.